Dataset: Full USPTO retrosynthesis dataset with 1.9M reactions from patents (1976-2016). Task: Predict the reactants needed to synthesize the given product. (1) Given the product [NH2:13][C:9]1[C:8]2[N:2]([CH3:1])[CH2:3][CH2:4][NH:5][C:6](=[O:16])[C:7]=2[CH:12]=[CH:11][CH:10]=1, predict the reactants needed to synthesize it. The reactants are: [CH3:1][N:2]1[C:8]2[C:9]([N+:13]([O-])=O)=[CH:10][CH:11]=[CH:12][C:7]=2[C:6](=[O:16])[NH:5][CH2:4][CH2:3]1. (2) Given the product [Si:27]([O:34][CH:35]1[CH2:40][CH2:39][CH:38]([N:41]2[C:17](=[O:19])[C:16]([CH2:15][C:12]3[CH:11]=[CH:10][C:9]([C:4]4[CH:5]=[CH:6][CH:7]=[CH:8][C:3]=4[C:1]#[N:2])=[N:14][CH:13]=3)=[C:22]([CH2:23][CH2:24][CH3:25])[N:43]3[N:44]=[CH:45][N:46]=[C:42]23)[CH2:37][CH2:36]1)([C:30]([CH3:33])([CH3:31])[CH3:32])([CH3:29])[CH3:28], predict the reactants needed to synthesize it. The reactants are: [C:1]([C:3]1[CH:8]=[CH:7][CH:6]=[CH:5][C:4]=1[C:9]1[N:14]=[CH:13][C:12]([CH2:15][CH:16]([C:22](=O)[CH2:23][CH2:24][CH3:25])[C:17]([O:19]CC)=O)=[CH:11][CH:10]=1)#[N:2].[Si:27]([O:34][CH:35]1[CH2:40][CH2:39][CH:38]([NH:41][C:42]2[NH:46][CH:45]=[N:44][N:43]=2)[CH2:37][CH2:36]1)([C:30]([CH3:33])([CH3:32])[CH3:31])([CH3:29])[CH3:28].C(N(CC)C1C=CC=CC=1)C. (3) Given the product [F:29][C:25]1[CH:24]=[C:23]([N:5]2[C@@:6]3([CH2:11][CH2:10][N:9]([C:12]([O:14][CH2:15][C:16]4[CH:21]=[CH:20][CH:19]=[CH:18][CH:17]=4)=[O:13])[C@@H:8]([CH3:22])[CH2:7]3)[C:2](=[O:34])[CH2:3][S:4]2(=[O:30])=[O:31])[CH:28]=[CH:27][CH:26]=1, predict the reactants needed to synthesize it. The reactants are: N[C:2]1[C@:6]2([CH2:11][CH2:10][N:9]([C:12]([O:14][CH2:15][C:16]3[CH:21]=[CH:20][CH:19]=[CH:18][CH:17]=3)=[O:13])[C@@H:8]([CH3:22])[CH2:7]2)[N:5]([C:23]2[CH:28]=[CH:27][CH:26]=[C:25]([F:29])[CH:24]=2)[S:4](=[O:31])(=[O:30])[CH:3]=1.Cl.C(=O)(O)[O-:34].[Na+]. (4) Given the product [CH2:1]([O:3][C:4](=[O:27])[NH:5][CH:6]1[CH2:15][CH2:14][C:13]2[C:8](=[CH:9][C:10]([CH2:16][CH2:17][Br:48])=[CH:11][CH:12]=2)[CH:7]1[CH2:19][C:20]1[CH:25]=[CH:24][CH:23]=[C:22]([Cl:26])[CH:21]=1)[CH3:2], predict the reactants needed to synthesize it. The reactants are: [CH2:1]([O:3][C:4](=[O:27])[NH:5][CH:6]1[CH2:15][CH2:14][C:13]2[C:8](=[CH:9][C:10]([CH2:16][CH2:17]O)=[CH:11][CH:12]=2)[CH:7]1[CH2:19][C:20]1[CH:25]=[CH:24][CH:23]=[C:22]([Cl:26])[CH:21]=1)[CH3:2].C1(P(C2C=CC=CC=2)C2C=CC=CC=2)C=CC=CC=1.C(Br)(Br)(Br)[Br:48].